From a dataset of Reaction yield outcomes from USPTO patents with 853,638 reactions. Predict the reaction yield, written as a fraction of the theoretical maximum amount of product (1.0 means a 100% yield; for example, 0.34 means a 34% yield). The reactants are [Cl:1]N1C(=O)CCC1=O.[C:9]1([NH:15][N:16]=[CH:17][C:18]2[CH:23]=[CH:22][N:21]=[CH:20][CH:19]=2)[CH:14]=[CH:13][CH:12]=[CH:11][CH:10]=1. The catalyst is CN(C=O)C. The product is [Cl:1][N:15]([C:9]1[CH:14]=[CH:13][CH:12]=[CH:11][CH:10]=1)[N:16]=[CH:17][C:18]1[CH:19]=[CH:20][N:21]=[CH:22][CH:23]=1. The yield is 0.520.